This data is from Catalyst prediction with 721,799 reactions and 888 catalyst types from USPTO. The task is: Predict which catalyst facilitates the given reaction. (1) Reactant: [NH2-].[Na+].Cl.[F:4][C:5]1[CH:10]=[CH:9][C:8]([NH:11][NH2:12])=[CH:7][CH:6]=1.Br[CH2:14][C:15]1[CH:20]=[CH:19][C:18]([Cl:21])=[CH:17][CH:16]=1. Product: [Cl:21][C:18]1[CH:19]=[CH:20][C:15]([CH2:14][N:11]([C:8]2[CH:9]=[CH:10][C:5]([F:4])=[CH:6][CH:7]=2)[NH2:12])=[CH:16][CH:17]=1. The catalyst class is: 7. (2) Reactant: [Cl:1][C:2]1[N:11]=[C:10](Cl)[C:9]2[CH2:8][CH2:7][CH2:6][CH2:5][C:4]=2[N:3]=1.[CH3:13][O:14][C:15](=[O:24])[CH2:16][C:17]1[CH:22]=[CH:21][C:20]([OH:23])=[CH:19][CH:18]=1.C(=O)([O-])[O-].[K+].[K+].O. Product: [CH3:13][O:14][C:15](=[O:24])[CH2:16][C:17]1[CH:22]=[CH:21][C:20]([O:23][C:10]2[C:9]3[CH2:8][CH2:7][CH2:6][CH2:5][C:4]=3[N:3]=[C:2]([Cl:1])[N:11]=2)=[CH:19][CH:18]=1. The catalyst class is: 3.